This data is from Peptide-MHC class I binding affinity with 185,985 pairs from IEDB/IMGT. The task is: Regression. Given a peptide amino acid sequence and an MHC pseudo amino acid sequence, predict their binding affinity value. This is MHC class I binding data. (1) The binding affinity (normalized) is 0.0847. The MHC is HLA-A03:01 with pseudo-sequence HLA-A03:01. The peptide sequence is PHDPDFLVL. (2) The binding affinity (normalized) is 0.0847. The MHC is HLA-A26:01 with pseudo-sequence HLA-A26:01. The peptide sequence is ELNKGWFGA. (3) The peptide sequence is RPGPPPPPP. The MHC is HLA-B35:01 with pseudo-sequence HLA-B35:01. The binding affinity (normalized) is 0.0516. (4) The peptide sequence is VQSVLRDISI. The MHC is HLA-A02:02 with pseudo-sequence HLA-A02:02. The binding affinity (normalized) is 0.597. (5) The peptide sequence is YTYSGLFCVV. The MHC is HLA-A02:02 with pseudo-sequence HLA-A02:02. The binding affinity (normalized) is 1.00.